This data is from Full USPTO retrosynthesis dataset with 1.9M reactions from patents (1976-2016). The task is: Predict the reactants needed to synthesize the given product. (1) Given the product [C:1]([O:5][C:6](=[O:31])[NH:7][C@H:8]1[CH2:9][CH2:10][C@@H:11]([N:14]2[C:15](=[O:16])[C:17]3[CH:22]=[C:21]([F:23])[CH:20]=[N:19][C:18]=3[N:24]([CH2:25][CH2:26][CH2:27][N:28]([CH3:30])[CH3:29])[C:32]2=[O:33])[CH2:12][CH2:13]1)([CH3:4])([CH3:3])[CH3:2], predict the reactants needed to synthesize it. The reactants are: [C:1]([O:5][C:6](=[O:31])[NH:7][C@H:8]1[CH2:13][CH2:12][C@@H:11]([NH:14][C:15]([C:17]2[C:18]([NH:24][CH2:25][CH2:26][CH2:27][N:28]([CH3:30])[CH3:29])=[N:19][CH:20]=[C:21]([F:23])[CH:22]=2)=[O:16])[CH2:10][CH2:9]1)([CH3:4])([CH3:3])[CH3:2].[C:32](N1C=CN=C1)(N1C=CN=C1)=[O:33].[H-].[Na+]. (2) Given the product [CH2:1]([C:3]1[CH2:4][CH:5]2[CH:8]([CH:9]=1)[C:7]([CH:10]([C:18]([O:20][C:21]([CH3:23])([CH3:22])[CH3:24])=[O:19])[C:11]([O:13][C:14]([CH3:17])([CH3:15])[CH3:16])=[O:12])([CH2:39][N+:36]([O-:38])=[O:37])[CH2:6]2)[CH3:2], predict the reactants needed to synthesize it. The reactants are: [CH2:1]([C:3]1[CH2:4][CH:5]2[CH:8]([CH:9]=1)[C:7](=[C:10]([C:18]([O:20][C:21]([CH3:24])([CH3:23])[CH3:22])=[O:19])[C:11]([O:13][C:14]([CH3:17])([CH3:16])[CH3:15])=[O:12])[CH2:6]2)[CH3:2].C1CCN2C(=NCCC2)CC1.[N+:36]([CH3:39])([O-:38])=[O:37]. (3) Given the product [CH2:1]([O:3][C:4]1[CH:5]=[C:6]([CH:7]=[C:8]([CH2:10][OH:11])[CH:9]=1)[O:12][CH2:22][C:23]([CH3:27])([CH3:26])[CH2:24][OH:25])[CH3:2], predict the reactants needed to synthesize it. The reactants are: [CH2:1]([O:3][C:4]1[CH:5]=[C:6]([OH:12])[CH:7]=[C:8]([CH2:10][OH:11])[CH:9]=1)[CH3:2].C(=O)([O-])[O-].[Cs+].[Cs+].[I-].[K+].Br[CH2:22][C:23]([CH3:27])([CH3:26])[CH2:24][OH:25]. (4) Given the product [C:1]([OH:14])(=[O:13])[CH2:2][CH2:3][CH2:4][CH2:5][CH2:6][CH2:7][CH2:8][CH2:9][C:10]([OH:12])=[O:11].[NH2:15][CH2:16][CH2:17][CH2:18][CH2:19][CH2:20][CH2:21][NH2:22], predict the reactants needed to synthesize it. The reactants are: [C:1]([OH:14])(=[O:13])[CH2:2][CH2:3][CH2:4][CH2:5][CH2:6][CH2:7][CH2:8][CH2:9][C:10]([OH:12])=[O:11].[NH2:15][CH2:16][CH2:17][CH2:18][CH2:19][CH2:20][CH2:21][NH2:22]. (5) Given the product [F:31][C:2]1([F:1])[CH2:30][C:6]2[S:7][C:8]([NH:19][C:43]([C:33]3[CH:32]4[CH2:39][CH2:38][CH:35]([CH2:36][CH2:37]4)[C:34]=3[C:40]([OH:42])=[O:41])=[O:44])=[C:9]([C:10]3[O:14][N:13]=[C:12]([C:15]([F:17])([F:18])[F:16])[N:11]=3)[C:5]=2[CH2:4][CH2:3]1, predict the reactants needed to synthesize it. The reactants are: [F:1][C:2]1([F:31])[CH2:30][C:6]2[S:7][C:8]([NH:19]C(C3CCCC=3C(O)=O)=O)=[C:9]([C:10]3[O:14][N:13]=[C:12]([C:15]([F:18])([F:17])[F:16])[N:11]=3)[C:5]=2[CH2:4][CH2:3]1.[CH:32]12[CH2:39][CH2:38][CH:35]([CH2:36][CH2:37]1)[C:34]1[C:40]([O:42][C:43](=[O:44])[C:33]2=1)=[O:41]. (6) Given the product [NH2:1][C:2]1[C:11]2[N:10]=[CH:9][C:8]([CH2:12][CH2:13][C:14]3[CH:19]=[CH:18][C:17]([CH:20]([NH:32][CH:31]([CH3:35])[CH2:30][N:29]([CH3:34])[CH3:28])[CH3:21])=[CH:16][CH:15]=3)=[CH:7][C:6]=2[C:5]2[CH:23]=[CH:24][C:25]([CH3:27])=[CH:26][C:4]=2[N:3]=1, predict the reactants needed to synthesize it. The reactants are: [NH2:1][C:2]1[C:11]2[N:10]=[CH:9][C:8]([CH2:12][CH2:13][C:14]3[CH:19]=[CH:18][C:17]([C:20](=O)[CH3:21])=[CH:16][CH:15]=3)=[CH:7][C:6]=2[C:5]2[CH:23]=[CH:24][C:25]([CH3:27])=[CH:26][C:4]=2[N:3]=1.[CH3:28][N:29]([CH3:34])[CH:30](C)[CH2:31][NH2:32].[C:35](O)(C(F)(F)F)=O.